From a dataset of Full USPTO retrosynthesis dataset with 1.9M reactions from patents (1976-2016). Predict the reactants needed to synthesize the given product. (1) The reactants are: [F:1][C:2]([F:7])([F:6])[C:3]([NH2:5])=[O:4].O.[C:9]1(C)[CH:14]=[CH:13][C:12](S(O)(=O)=O)=[CH:11][CH:10]=1.C([O-])(O)=O.[Na+].[Cl-].[Na+].O.[CH2:28]1[CH2:32][O:31][CH2:30][CH2:29]1.O. Given the product [F:1][C:2]([F:7])([F:6])[C:3]([NH:5][CH2:13][CH2:12][CH2:11][CH2:10][C:9]1[CH:32]=[CH:28][CH:29]=[C:30]([OH:31])[CH:14]=1)=[O:4], predict the reactants needed to synthesize it. (2) Given the product [CH:12]12[NH:14][CH:8]([CH:7]([O:6][CH2:5][C:4]([O:3][CH2:1][CH3:2])=[O:22])[CH2:13]1)[CH2:9][O:10][CH2:11]2, predict the reactants needed to synthesize it. The reactants are: [CH2:1]([O:3][C:4](=[O:22])[CH2:5][O:6][C@@H:7]1[CH2:13][C@H:12]2[N:14](C(OC(C)(C)C)=O)[C@@H:8]1[CH2:9][O:10][CH2:11]2)[CH3:2].Cl.O1CCOCC1.